From a dataset of Reaction yield outcomes from USPTO patents with 853,638 reactions. Predict the reaction yield, written as a fraction of the theoretical maximum amount of product (1.0 means a 100% yield; for example, 0.34 means a 34% yield). (1) The reactants are [CH3:1][O:2][C:3]1[CH:4]=[C:5]2[C:10](=[CH:11][C:12]=1[O:13][CH3:14])[N:9]=[CH:8][N:7]=[C:6]2[O:15][C:16]1[CH:17]=[C:18]([CH:20]=[CH:21][CH:22]=1)[NH2:19].[C:23]([C:27]1[CH:31]=[C:30]([NH:32][C:33](=O)[O:34]C2C=CC=CC=2)[N:29]([C:42]2[CH:43]=[N:44][C:45]([CH3:48])=[CH:46][CH:47]=2)[N:28]=1)([CH3:26])([CH3:25])[CH3:24]. The catalyst is C1COCC1.CN(C1C=CN=CC=1)C. The product is [C:23]([C:27]1[CH:31]=[C:30]([NH:32][C:33]([NH:19][C:18]2[CH:20]=[CH:21][CH:22]=[C:16]([O:15][C:6]3[C:5]4[C:10](=[CH:11][C:12]([O:13][CH3:14])=[C:3]([O:2][CH3:1])[CH:4]=4)[N:9]=[CH:8][N:7]=3)[CH:17]=2)=[O:34])[N:29]([C:42]2[CH:43]=[N:44][C:45]([CH3:48])=[CH:46][CH:47]=2)[N:28]=1)([CH3:26])([CH3:25])[CH3:24]. The yield is 0.600. (2) The reactants are [F:1][C:2]1([F:17])[O:6][C:5]2[CH:7]=[CH:8][C:9]([C:11]3([C:14]([OH:16])=O)[CH2:13][CH2:12]3)=[CH:10][C:4]=2[O:3]1.S(Cl)(Cl)=O.N1CCCCC1.[NH2:28][C:29]1[CH:30]=[C:31]2[C:35](=[CH:36][C:37]=1[F:38])[N:34]([CH2:39][C@H:40]1[CH2:44][O:43][C:42]([CH3:46])([CH3:45])[O:41]1)[C:33]([C:47]([CH3:51])([CH3:50])[CH2:48][OH:49])=[CH:32]2.C(N(CC)CC)C. The catalyst is CN(C=O)C.ClCCl. The product is [F:17][C:2]1([F:1])[O:6][C:5]2[CH:7]=[CH:8][C:9]([C:11]3([C:14]([NH:28][C:29]4[CH:30]=[C:31]5[C:35](=[CH:36][C:37]=4[F:38])[N:34]([CH2:39][C@H:40]4[CH2:44][O:43][C:42]([CH3:45])([CH3:46])[O:41]4)[C:33]([C:47]([CH3:51])([CH3:50])[CH2:48][OH:49])=[CH:32]5)=[O:16])[CH2:12][CH2:13]3)=[CH:10][C:4]=2[O:3]1. The yield is 0.960. (3) The reactants are [Li]OC(C)=O.O.O.[Cl:8][C:9]1[CH:10]=[CH:11][C:12]2[O:17][CH2:16][C:15](C(O)=O)=[CH:14][C:13]=2[CH:21]=1.C1C(=O)N([Br:29])C(=O)C1. The catalyst is CC#N.O. The product is [Br:29][C:15]1[CH2:16][O:17][C:12]2[C:13]([CH:14]=1)=[CH:21][C:9]([Cl:8])=[CH:10][CH:11]=2. The yield is 0.270. (4) The reactants are Cl[C:2]1[CH:3]=[CH:4][C:5]2[N:11]3[CH2:12][C@H:8]([CH2:9][CH2:10]3)[NH:7][C:6]=2[N:13]=1.[CH3:14][C@@H:15]1[O:20][C@H:19]([CH3:21])[CH2:18][NH:17][CH2:16]1.CC([O-])(C)C.[K+]. The catalyst is COCCOC.C1(C=CC[Pd+])C=CC=CC=1. The product is [CH3:21][C@@H:19]1[O:20][C@H:15]([CH3:14])[CH2:16][N:17]([C:2]2[CH:3]=[CH:4][C:5]3[N:11]4[CH2:12][C@H:8]([CH2:9][CH2:10]4)[NH:7][C:6]=3[N:13]=2)[CH2:18]1. The yield is 0.560. (5) The reactants are Br[C:2]1[CH:7]=[CH:6][C:5](/[CH:8]=[CH:9]/[C:10]2[N:11]([CH2:23][CH3:24])[CH:12]=[C:13]([C:15]3[CH:20]=[CH:19][C:18]([Cl:21])=[CH:17][C:16]=3[Cl:22])[N:14]=2)=[CH:4][CH:3]=1.[NH2:25][C:26]1[CH:31]=[CH:30][C:29](B(O)O)=[CH:28][CH:27]=1.[C:35]1(=[O:41])[O:40][C:38](=[O:39])[CH2:37][CH2:36]1.CCN(C(C)C)C(C)C. The catalyst is CN(C=O)C.O.CCOC(C)=O. The product is [Cl:22][C:16]1[CH:17]=[C:18]([Cl:21])[CH:19]=[CH:20][C:15]=1[C:13]1[N:14]=[C:10](/[CH:9]=[CH:8]/[C:5]2[CH:6]=[CH:7][C:2]([C:29]3[CH:30]=[CH:31][C:26]([NH:25][C:35](=[O:41])[CH2:36][CH2:37][C:38]([OH:40])=[O:39])=[CH:27][CH:28]=3)=[CH:3][CH:4]=2)[N:11]([CH2:23][CH3:24])[CH:12]=1. The yield is 0.330. (6) The reactants are [CH2:1]([C:3]([C:25]1[CH:30]=[CH:29][C:28](OS(C(F)(F)F)(=O)=O)=[C:27]([CH3:39])[CH:26]=1)([C:6]1[CH:11]=[CH:10][C:9](/[CH:12]=[CH:13]/[C:14]([OH:23])([C:19]([F:22])([F:21])[F:20])[C:15]([F:18])([F:17])[F:16])=[C:8]([CH3:24])[CH:7]=1)[CH2:4][CH3:5])[CH3:2].CCN(CC)CC.[CH3:47][O:48][C:49](=[O:55])[CH2:50][CH2:51][CH2:52][C:53]#[CH:54].C(OCC)(=O)C. The catalyst is CN(C=O)C.C1C=CC(P(C2C=CC=CC=2)[C-]2C=CC=C2)=CC=1.C1C=CC(P(C2C=CC=CC=2)[C-]2C=CC=C2)=CC=1.Cl[Pd]Cl.[Fe+2].C(Cl)Cl. The product is [CH3:47][O:48][C:49](=[O:55])[CH2:50][CH2:51][CH2:52][C:53]#[C:54][C:28]1[CH:29]=[CH:30][C:25]([C:3]([CH2:1][CH3:2])([C:6]2[CH:11]=[CH:10][C:9](/[CH:12]=[CH:13]/[C:14]([OH:23])([C:15]([F:18])([F:16])[F:17])[C:19]([F:21])([F:22])[F:20])=[C:8]([CH3:24])[CH:7]=2)[CH2:4][CH3:5])=[CH:26][C:27]=1[CH3:39]. The yield is 0.690.